Dataset: Forward reaction prediction with 1.9M reactions from USPTO patents (1976-2016). Task: Predict the product of the given reaction. (1) Given the reactants [Br:1][C:2]1[C:3]([CH3:9])=[C:4]([NH2:8])[CH:5]=[CH:6][CH:7]=1.[CH:10](=O)[CH2:11][CH3:12].C(O)(=O)C.C(O[BH-](OC(=O)C)OC(=O)C)(=O)C.[Na+].C(=O)(O)[O-].[Na+], predict the reaction product. The product is: [Br:1][C:2]1[C:3]([CH3:9])=[C:4]([CH:5]=[CH:6][CH:7]=1)[NH:8][CH2:10][CH2:11][CH3:12]. (2) Given the reactants [OH2:1].[OH-].[K+].[CH3:4][C:5]([CH2:9][CH2:10][CH2:11][CH:12]([CH3:24])[CH2:13][CH2:14][CH2:15][CH:16]([CH3:23])[CH2:17][CH2:18][CH2:19][CH:20]([CH3:22])[CH3:21])=[CH:6][C:7]#N.[CH2:25]([OH:27])C, predict the reaction product. The product is: [CH3:4][C:5]([CH2:9][CH2:10][CH2:11][CH:12]([CH3:24])[CH2:13][CH2:14][CH2:15][CH:16]([CH3:23])[CH2:17][CH2:18][CH2:19][CH:20]([CH3:22])[CH3:21])=[CH:6][CH2:7][C:25]([OH:27])=[O:1].